Predict the product of the given reaction. From a dataset of Forward reaction prediction with 1.9M reactions from USPTO patents (1976-2016). (1) Given the reactants [Br:1][C:2]1[CH:3]=[CH:4][C:5]([F:23])=[C:6]2[C:10]=1[NH:9][C:8]([C:11]([O:13][CH2:14][CH3:15])=[O:12])=[C:7]2[CH2:16][CH2:17][C:18]([O:20]CC)=[O:19].Cl, predict the reaction product. The product is: [Br:1][C:2]1[CH:3]=[CH:4][C:5]([F:23])=[C:6]2[C:10]=1[NH:9][C:8]([C:11]([O:13][CH2:14][CH3:15])=[O:12])=[C:7]2[CH2:16][CH2:17][C:18]([OH:20])=[O:19]. (2) Given the reactants S(C1C=CC(C)=CC=1)(O)(=O)=O.[CH2:12]([O:19][C:20](=[O:26])[C@H:21]([CH:23]([CH3:25])[CH3:24])[NH2:22])[C:13]1[CH:18]=[CH:17][CH:16]=[CH:15][CH:14]=1.C(=O)([O-])[O-].[Na+].[Na+].[NH:33]1[C:37]([C:38]2[CH:43]=[CH:42][CH:41]=[CH:40][C:39]=2[C:44]2[CH:49]=[CH:48][C:47]([CH:50]=O)=[CH:46][CH:45]=2)=[N:36][N:35]=[N:34]1.C(N(C(C)C)C(C)C)C.[BH4-].[Na+], predict the reaction product. The product is: [CH2:12]([O:19][C:20](=[O:26])[C@@H:21]([NH:22][CH2:50][C:47]1[CH:48]=[CH:49][C:44]([C:39]2[CH:40]=[CH:41][CH:42]=[CH:43][C:38]=2[C:37]2[NH:33][N:34]=[N:35][N:36]=2)=[CH:45][CH:46]=1)[CH:23]([CH3:24])[CH3:25])[C:13]1[CH:18]=[CH:17][CH:16]=[CH:15][CH:14]=1. (3) Given the reactants [Br:1]N1C(=O)CCC1=O.[F:9][C:10]1[CH:15]=[CH:14][C:13]([C:16]2[CH:21]=[C:20]([CH:22]([CH3:24])[CH3:23])[N:19]=[C:18]([OH:25])[N:17]=2)=[CH:12][CH:11]=1, predict the reaction product. The product is: [Br:1][C:21]1[C:16]([C:13]2[CH:12]=[CH:11][C:10]([F:9])=[CH:15][CH:14]=2)=[N:17][C:18]([OH:25])=[N:19][C:20]=1[CH:22]([CH3:23])[CH3:24]. (4) Given the reactants [CH3:1][O:2][C:3]1[CH:4]=[C:5]([CH:7]=[C:8]([O:10][CH3:11])[CH:9]=1)[NH2:6].Cl[CH:13]([CH3:17])[C:14]([OH:16])=[O:15], predict the reaction product. The product is: [CH3:11][O:10][C:8]1[CH:7]=[C:5]([NH:6][CH:13]([C:14]([OH:16])=[O:15])[CH3:17])[CH:4]=[C:3]([O:2][CH3:1])[CH:9]=1. (5) Given the reactants [CH2:1]([O:3][C:4]([C:6]1[C:10]([C:11]2[CH:16]=[CH:15][CH:14]=[C:13]([O:17][CH3:18])[CH:12]=2)=[CH:9][S:8][C:7]=1[NH2:19])=[O:5])[CH3:2].[C:20]1(=O)[O:25][C:23](=[O:24])[C:22]2=[CH:26][CH:27]=[CH:28][CH:29]=[C:21]12, predict the reaction product. The product is: [CH2:1]([O:3][C:4]([C:6]1[C:10]([C:11]2[CH:16]=[CH:15][CH:14]=[C:13]([O:17][CH3:18])[CH:12]=2)=[CH:9][S:8][C:7]=1[N:19]1[C:23](=[O:24])[C:22]2[C:21](=[CH:29][CH:28]=[CH:27][CH:26]=2)[C:20]1=[O:25])=[O:5])[CH3:2]. (6) Given the reactants Cl[C:2]1[N:7]=[C:6]([N:8]2[CH2:13][CH2:12][O:11][CH2:10][CH2:9]2)[N:5]=[C:4]([NH:14][CH2:15][C@H:16]([OH:18])[CH3:17])[CH:3]=1.[CH3:19][C:20]1[CH:26]=[CH:25][C:23]([NH2:24])=[CH:22][C:21]=1B1OC(C)(C)C(C)(C)O1, predict the reaction product. The product is: [NH2:24][C:23]1[CH:22]=[CH:21][C:20]([CH3:19])=[C:26]([C:2]2[N:7]=[C:6]([N:8]3[CH2:13][CH2:12][O:11][CH2:10][CH2:9]3)[N:5]=[C:4]([NH:14][CH2:15][C@H:16]([OH:18])[CH3:17])[CH:3]=2)[CH:25]=1. (7) Given the reactants [I:1][C:2]1[CH:7]=[CH:6][CH:5]=[CH:4][C:3]=1[OH:8].[CH3:9][O:10][CH2:11][CH2:12][CH2:13]O.C1(P(C2C=CC=CC=2)C2C=CC=CC=2)C=CC=CC=1.N(C(OC(C)C)=O)=NC(OC(C)C)=O, predict the reaction product. The product is: [I:1][C:2]1[CH:7]=[CH:6][CH:5]=[CH:4][C:3]=1[O:8][CH2:13][CH2:12][CH2:11][O:10][CH3:9]. (8) The product is: [CH3:1][O:2][C:3](=[O:35])[C:4]1[CH:9]=[CH:8][C:7]([C:10]2[N:11]=[C:12]([CH2:27][C:28]3[CH:33]=[CH:32][C:31]([C:39]4[CH:38]=[CH:37][C:36]([CH:42]5[CH2:47][CH2:46][CH2:45][CH2:44][CH2:43]5)=[CH:41][CH:40]=4)=[CH:30][CH:29]=3)[N:13]([C:15]3[CH:20]=[CH:19][C:18]([NH:21][CH2:22][C:23]([O:25][CH3:26])=[O:24])=[CH:17][CH:16]=3)[CH:14]=2)=[CH:6][CH:5]=1. Given the reactants [CH3:1][O:2][C:3](=[O:35])[C:4]1[CH:9]=[CH:8][C:7]([C:10]2[N:11]=[C:12]([CH2:27][C:28]3[CH:33]=[CH:32][C:31](Br)=[CH:30][CH:29]=3)[N:13]([C:15]3[CH:20]=[CH:19][C:18]([NH:21][CH2:22][C:23]([O:25][CH3:26])=[O:24])=[CH:17][CH:16]=3)[CH:14]=2)=[CH:6][CH:5]=1.[CH:36]1([C:42]2[CH:47]=[CH:46][C:45](B(O)O)=[CH:44][CH:43]=2)[CH2:41][CH2:40][CH2:39][CH2:38][CH2:37]1, predict the reaction product. (9) Given the reactants [NH2:1][C@@H:2]1[CH2:7][CH2:6][CH2:5][N:4](C(OC(C)(C)C)=O)[CH2:3]1.[CH3:15][C:16]1[C:24]2[C:19](=[CH:20][CH:21]=[CH:22][CH:23]=2)[NH:18][C:17]=1[C:25](O)=[O:26].N, predict the reaction product. The product is: [CH3:15][C:16]1[C:24]2[C:19](=[CH:20][CH:21]=[CH:22][CH:23]=2)[NH:18][C:17]=1[C:25]([NH:1][C@@H:2]1[CH2:7][CH2:6][CH2:5][NH:4][CH2:3]1)=[O:26]. (10) Given the reactants [Cl:1][C:2]1[N:3]=[C:4]([NH:22][C:23]2[CH:31]=[CH:30][CH:29]=[C:28]([F:32])[C:24]=2[C:25]([OH:27])=O)[C:5]2[C:10]([F:11])=[CH:9][N:8]([S:12]([C:15]3[CH:20]=[CH:19][C:18]([CH3:21])=[CH:17][CH:16]=3)(=[O:14])=[O:13])[C:6]=2[N:7]=1.CN(C=O)C.C(Cl)(=O)C(Cl)=O, predict the reaction product. The product is: [ClH:1].[Cl:1][C:2]1[N:3]2[C:4](=[N:22][C:23]3[C:24]([C:25]2=[O:27])=[C:28]([F:32])[CH:29]=[CH:30][CH:31]=3)[C:5]2[C:10]([F:11])=[CH:9][N:8]([S:12]([C:15]3[CH:20]=[CH:19][C:18]([CH3:21])=[CH:17][CH:16]=3)(=[O:13])=[O:14])[C:6]=2[N:7]=1.